Dataset: Reaction yield outcomes from USPTO patents with 853,638 reactions. Task: Predict the reaction yield, written as a fraction of the theoretical maximum amount of product (1.0 means a 100% yield; for example, 0.34 means a 34% yield). (1) The reactants are [Cl:1][C:2]1[N:11]=[C:10]([N:12]([C:14]2[CH:19]=[CH:18][C:17]([O:20]C)=[CH:16][CH:15]=2)[CH3:13])[C:9]2[C:4](=[CH:5][CH:6]=[CH:7][CH:8]=2)[N:3]=1.B(Br)(Br)Br. The catalyst is ClCCl.C(OCC)(=O)C. The product is [Cl:1][C:2]1[N:11]=[C:10]([N:12]([C:14]2[CH:15]=[CH:16][C:17]([OH:20])=[CH:18][CH:19]=2)[CH3:13])[C:9]2[C:4](=[CH:5][CH:6]=[CH:7][CH:8]=2)[N:3]=1. The yield is 0.570. (2) The reactants are [CH3:1][O:2][C:3]1[CH:4]=[C:5]([C:8]([O:11]COC)=[CH:9][N:10]=1)[CH:6]=[O:7].Cl.C([O-])([O-])=O.[K+].[K+]. The catalyst is C1COCC1.O. The product is [OH:11][C:8]1[C:5]([CH:6]=[O:7])=[CH:4][C:3]([O:2][CH3:1])=[N:10][CH:9]=1. The yield is 0.746. (3) The reactants are Cl[C:2]1[CH:7]=[N:6][CH:5]=[C:4]([O:8][C:9]2[CH:10]=[CH:11][CH:12]=[C:13]3[C:17]=2[C:16](=[O:18])[CH2:15][CH2:14]3)[N:3]=1.[CH3:19][O:20][C:21]1[CH:22]=[C:23]([CH:25]=[C:26]([O:30][CH3:31])[C:27]=1[O:28][CH3:29])[NH2:24]. The catalyst is CCOC(C)=O. The product is [CH3:31][O:30][C:26]1[CH:25]=[C:23]([NH:24][C:2]2[CH:7]=[N:6][CH:5]=[C:4]([O:8][C:9]3[CH:10]=[CH:11][CH:12]=[C:13]4[C:17]=3[C:16](=[O:18])[CH2:15][CH2:14]4)[N:3]=2)[CH:22]=[C:21]([O:20][CH3:19])[C:27]=1[O:28][CH3:29]. The yield is 0.0400. (4) The reactants are [Cl:1][C:2]1[CH:7]=[C:6](Cl)[N:5]2[N:9]=[CH:10][CH:11]=[C:4]2[N:3]=1.[NH:12]1[CH2:17][CH2:16][O:15][CH2:14][CH2:13]1. The yield is 0.910. The catalyst is O1CCOCC1. The product is [Cl:1][C:2]1[CH:7]=[C:6]([N:12]2[CH2:17][CH2:16][O:15][CH2:14][CH2:13]2)[N:5]2[N:9]=[CH:10][CH:11]=[C:4]2[N:3]=1. (5) The catalyst is O. The product is [Br:1][C:2]1[CH:21]=[CH:20][CH:19]=[CH:18][C:3]=1[CH2:4][N:5]1[C:10]2[N:11]=[C:12]([S:24]([CH3:28])(=[O:26])=[O:23])[N:13]=[CH:14][C:9]=2[CH:8]=[CH:7][C:6]1=[O:17]. The reactants are [Br:1][C:2]1[CH:21]=[CH:20][CH:19]=[CH:18][C:3]=1[CH2:4][N:5]1[C:10]2[N:11]=[C:12](SC)[N:13]=[CH:14][C:9]=2[CH:8]=[CH:7][C:6]1=[O:17].O[O:23][S:24]([O-:26])=O.[K+].[CH3:28]O. The yield is 0.650. (6) The reactants are Cl.[CH3:2][O:3][C:4](=[O:17])[C@H:5]([CH2:7][C:8]1[CH:13]=[CH:12][C:11]([N+:14]([O-:16])=[O:15])=[CH:10][CH:9]=1)[NH2:6].[Cl:18][C:19]1[CH:27]=[CH:26][CH:25]=[C:24]([CH3:28])[C:20]=1[C:21](O)=[O:22].CN(C(ON1N=NC2C=CC=CC1=2)=[N+](C)C)C.F[P-](F)(F)(F)(F)F.C(N(C(C)C)CC)(C)C. The catalyst is CN(C=O)C.C(OCC)(=O)C. The product is [CH3:2][O:3][C:4](=[O:17])[C@H:5]([CH2:7][C:8]1[CH:13]=[CH:12][C:11]([N+:14]([O-:16])=[O:15])=[CH:10][CH:9]=1)[NH:6][C:21]([C:20]1[C:24]([CH3:28])=[CH:25][CH:26]=[CH:27][C:19]=1[Cl:18])=[O:22]. The yield is 0.950. (7) The reactants are [Cl:1][C:2]1[N:10]=[C:9]2[C:5]([N:6]=[CH:7][N:8]2[CH2:11][CH2:12][CH3:13])=[C:4](Cl)[N:3]=1.[NH2:15][CH2:16][C:17]1[CH:18]=[N:19][CH:20]=[CH:21][CH:22]=1.C(N(CC)CC)C. The catalyst is CCCCO. The product is [Cl:1][C:2]1[N:10]=[C:9]2[C:5]([N:6]=[CH:7][N:8]2[CH2:11][CH2:12][CH3:13])=[C:4]([NH:15][CH2:16][C:17]2[CH:18]=[N:19][CH:20]=[CH:21][CH:22]=2)[N:3]=1. The yield is 0.710.